From a dataset of Catalyst prediction with 721,799 reactions and 888 catalyst types from USPTO. Predict which catalyst facilitates the given reaction. (1) Reactant: [C:9](O[C:9]([O:11][C:12]([CH3:15])([CH3:14])[CH3:13])=[O:10])([O:11][C:12]([CH3:15])([CH3:14])[CH3:13])=[O:10].[F:16][C:17]1[CH:18]=[C:19]([N:23]2[CH2:28][CH2:27][NH:26][CH2:25][CH2:24]2)[CH:20]=[CH:21][CH:22]=1.C(N(CC)CC)C. Product: [F:16][C:17]1[CH:18]=[C:19]([N:23]2[CH2:28][CH2:27][N:26]([C:9]([O:11][C:12]([CH3:13])([CH3:14])[CH3:15])=[O:10])[CH2:25][CH2:24]2)[CH:20]=[CH:21][CH:22]=1. The catalyst class is: 2. (2) The catalyst class is: 8. Product: [Cl:1][C:2]1[CH:10]=[C:9]2[C:5]([C:6]([CH2:21][CH2:22][C:23]([CH3:26])([CH3:25])[CH3:24])=[CH:7][N:8]2[C:11]2[S:12][CH:13]=[C:14]([C:16]([OH:18])=[O:17])[N:15]=2)=[CH:4][CH:3]=1. Reactant: [Cl:1][C:2]1[CH:10]=[C:9]2[C:5]([C:6]([CH2:21][CH2:22][C:23]([CH3:26])([CH3:25])[CH3:24])=[CH:7][N:8]2[C:11]2[S:12][CH:13]=[C:14]([C:16]([O:18]CC)=[O:17])[N:15]=2)=[CH:4][CH:3]=1.[OH-].[Na+]. (3) Reactant: [Cl:1][C:2]1[N:7]=[CH:6][C:5]([S:8]([N:11]([CH2:22][C:23](=O)[C:24]#[C:25][CH3:26])[CH2:12][CH2:13][NH:14]C(=O)OC(C)(C)C)(=[O:10])=[O:9])=[CH:4][CH:3]=1.C(O)(C(F)(F)F)=O.C(O[BH-](OC(=O)C)OC(=O)C)(=O)C.[Na+].CO. Product: [Cl:1][C:2]1[N:7]=[CH:6][C:5]([S:8]([N:11]2[CH2:12][CH2:13][NH:14][CH:23]([C:24]#[C:25][CH3:26])[CH2:22]2)(=[O:10])=[O:9])=[CH:4][CH:3]=1. The catalyst class is: 2. (4) Reactant: [Cl:1][C:2]1[C:11]([CH:12]=[CH2:13])=[C:10]2[C:5]([CH:6]=[CH:7][C:8]([O:14][CH3:15])=[N:9]2)=[N:4][CH:3]=1.Cl.C1(C[N:24]([CH2:28][C@@H:29]2[CH2:33][CH2:32][NH:31][CH2:30]2)[C:25](=[O:27])[OH:26])C=CC=CC=1.C(N([CH:40]([CH3:42])[CH3:41])CC)(C)C. Product: [C:40]1([CH2:41][O:26][C:25](=[O:27])[NH:24][CH2:28][C@@H:29]2[CH2:33][CH2:32][N:31]([CH2:13][CH2:12][C:11]3[C:10]4[C:5](=[CH:6][CH:7]=[C:8]([O:14][CH3:15])[N:9]=4)[N:4]=[CH:3][C:2]=3[Cl:1])[CH2:30]2)[CH:42]=[CH:10][CH:11]=[CH:2][CH:3]=1. The catalyst class is: 3. (5) Reactant: [CH2:1]([N:8]1[CH2:19][CH:18]2[CH2:20][CH:10]([CH2:11][C:12]3[CH:13]=[C:14]([O:21][CH3:22])[CH:15]=[CH:16][C:17]=32)[CH2:9]1)[C:2]1[CH:7]=[CH:6][CH:5]=[CH:4][CH:3]=1.[Br:23]Br. Product: [CH2:1]([N:8]1[CH2:19][CH:18]2[CH2:20][CH:10]([CH2:11][C:12]3[C:13]([Br:23])=[C:14]([O:21][CH3:22])[CH:15]=[CH:16][C:17]=32)[CH2:9]1)[C:2]1[CH:3]=[CH:4][CH:5]=[CH:6][CH:7]=1. The catalyst class is: 585. (6) The catalyst class is: 5. Reactant: [Cl:1][C:2]1[CH:7]=[CH:6][C:5]([O:8][C:9](=[O:22])[N:10]([C@H:12]2[CH2:17][CH2:16][C@H:15](/[CH:18]=[CH:19]/[CH2:20]Cl)[CH2:14][CH2:13]2)[CH3:11])=[CH:4][CH:3]=1.[CH3:23][NH:24][CH2:25][CH2:26][CH3:27]. Product: [Cl:1][C:2]1[CH:7]=[CH:6][C:5]([O:8][C:9](=[O:22])[N:10]([CH3:11])[C@H:12]2[CH2:17][CH2:16][C@H:15](/[CH:18]=[CH:19]/[CH2:20][N:24]([CH3:23])[CH2:25][CH2:26][CH3:27])[CH2:14][CH2:13]2)=[CH:4][CH:3]=1.